This data is from Catalyst prediction with 721,799 reactions and 888 catalyst types from USPTO. The task is: Predict which catalyst facilitates the given reaction. (1) Reactant: Br[C:2]1[CH:3]=[N:4][CH:5]=[C:6]2[C:11]=1[N:10]=[C:9]([C:12]([NH:14][CH2:15][CH2:16][O:17][CH3:18])=[O:13])[CH:8]=[CH:7]2.[Cl:19][C:20]1[CH:25]=[CH:24][C:23](B(O)O)=[CH:22][CH:21]=1.C(=O)([O-])[O-].[Cs+].[Cs+]. Product: [Cl:19][C:20]1[CH:25]=[CH:24][C:23]([C:2]2[CH:3]=[N:4][CH:5]=[C:6]3[C:11]=2[N:10]=[C:9]([C:12]([NH:14][CH2:15][CH2:16][O:17][CH3:18])=[O:13])[CH:8]=[CH:7]3)=[CH:22][CH:21]=1. The catalyst class is: 688. (2) Reactant: [NH2:1][C:2]1[N:21]=[C:20]([CH2:22][O:23][CH3:24])[CH:19]=[CH:18][C:3]=1[C:4]([NH:6][CH2:7][C:8]1[O:9][C:10]2[CH:16]=[C:15]([OH:17])[CH:14]=[CH:13][C:11]=2[CH:12]=1)=[O:5].O[CH2:26][C:27]1[CH:32]=[CH:31][CH:30]=[CH:29][N:28]=1.C1(P(C2C=CC=CC=2)C2C=CC=CC=2)C=CC=CC=1.CCOC(/N=N/C(OCC)=O)=O. Product: [NH2:1][C:2]1[N:21]=[C:20]([CH2:22][O:23][CH3:24])[CH:19]=[CH:18][C:3]=1[C:4]([NH:6][CH2:7][C:8]1[O:9][C:10]2[CH:16]=[C:15]([O:17][CH2:26][C:27]3[CH:32]=[CH:31][CH:30]=[CH:29][N:28]=3)[CH:14]=[CH:13][C:11]=2[CH:12]=1)=[O:5]. The catalyst class is: 7.